Dataset: Forward reaction prediction with 1.9M reactions from USPTO patents (1976-2016). Task: Predict the product of the given reaction. (1) Given the reactants [N+:1]([C:4]1[CH:5]=[C:6]([C:17]([F:20])([F:19])[F:18])[CH:7]=[C:8]([N:10]2[C:14](=[O:15])[N:13]([CH3:16])[N:12]=[N:11]2)[CH:9]=1)([O-])=O, predict the reaction product. The product is: [NH2:1][C:4]1[CH:5]=[C:6]([C:17]([F:20])([F:19])[F:18])[CH:7]=[C:8]([N:10]2[C:14](=[O:15])[N:13]([CH3:16])[N:12]=[N:11]2)[CH:9]=1. (2) The product is: [CH3:21][C:14]1([CH3:22])[C:13]2[C:18](=[CH:19][CH:20]=[C:11]([CH:5]([CH2:6][CH2:7][CH2:8][CH2:9][CH3:10])[CH:4]=[O:23])[CH:12]=2)[S:17][CH2:16][CH2:15]1. Given the reactants CON(C)[C:4](=[O:23])[CH:5]([C:11]1[CH:12]=[C:13]2[C:18](=[CH:19][CH:20]=1)[S:17][CH2:16][CH2:15][C:14]2([CH3:22])[CH3:21])[CH2:6][CH2:7][CH2:8][CH2:9][CH3:10].[H-].[Al+3].[Li+].[H-].[H-].[H-].OS([O-])(=O)=O.[K+], predict the reaction product.